From a dataset of Full USPTO retrosynthesis dataset with 1.9M reactions from patents (1976-2016). Predict the reactants needed to synthesize the given product. (1) Given the product [Br:1][C:2]1[N:7]2[N:8]=[C:9]([CH2:12][O:13][CH3:14])[C:10]([NH:11][C:18](=[O:19])[O:20][C:21]([CH3:24])([CH3:23])[CH3:22])=[C:6]2[CH:5]=[CH:4][CH:3]=1, predict the reactants needed to synthesize it. The reactants are: [Br:1][C:2]1[N:7]2[N:8]=[C:9]([CH2:12][O:13][CH3:14])[C:10]([NH2:11])=[C:6]2[CH:5]=[CH:4][CH:3]=1.ClCCl.[C:18](O[C:18]([O:20][C:21]([CH3:24])([CH3:23])[CH3:22])=[O:19])([O:20][C:21]([CH3:24])([CH3:23])[CH3:22])=[O:19].O. (2) Given the product [C:17]([O:21][C:22]([N:11]1[C:10]2[CH:12]=[CH:13][CH:14]=[CH:15][C:9]=2[S:8][CH:7]=[C:6]1[CH2:5][C:4]([O:3][CH2:1][CH3:2])=[O:16])=[O:23])([CH3:20])([CH3:19])[CH3:18], predict the reactants needed to synthesize it. The reactants are: [CH2:1]([O:3][C:4](=[O:16])[CH2:5][C:6]1[NH:11][C:10]2[CH:12]=[CH:13][CH:14]=[CH:15][C:9]=2[S:8][CH:7]=1)[CH3:2].[C:17]([O:21][C:22](O[C:22]([O:21][C:17]([CH3:20])([CH3:19])[CH3:18])=[O:23])=[O:23])([CH3:20])([CH3:19])[CH3:18]. (3) Given the product [OH:1][C:2]1[C:10]([CH3:11])=[CH:9][CH:8]=[CH:7][C:3]=1[C:4]([O:6][CH3:16])=[O:5], predict the reactants needed to synthesize it. The reactants are: [OH:1][C:2]1[C:10]([CH3:11])=[CH:9][CH:8]=[CH:7][C:3]=1[C:4]([OH:6])=[O:5].S(Cl)(Cl)=O.[CH3:16]O. (4) The reactants are: [F:1][C:2]([F:30])([F:29])[C:3]([N:5]([CH2:15][CH:16]1[O:21][CH2:20][CH2:19][N:18](C(OC(C)(C)C)=O)[CH2:17]1)[C@@H:6]1[CH2:8][C@H:7]1[C:9]1[CH:14]=[CH:13][CH:12]=[CH:11][CH:10]=1)=[O:4].C(O)(C(F)(F)F)=O. Given the product [F:29][C:2]([F:1])([F:30])[C:3]([N:5]([CH2:15][CH:16]1[O:21][CH2:20][CH2:19][NH:18][CH2:17]1)[C@@H:6]1[CH2:8][C@H:7]1[C:9]1[CH:10]=[CH:11][CH:12]=[CH:13][CH:14]=1)=[O:4], predict the reactants needed to synthesize it. (5) Given the product [CH2:1]([N:8]1[CH2:12][CH:16]2[C:9](=[O:10])[CH:13]([CH2:14][CH2:15]2)[CH2:18]1)[C:2]1[CH:7]=[CH:6][CH:5]=[CH:4][CH:3]=1, predict the reactants needed to synthesize it. The reactants are: [CH2:1]([NH2:8])[C:2]1[CH:7]=[CH:6][CH:5]=[CH:4][CH:3]=1.[CH2:9]=[O:10].Cl.[C:12]1(=O)[CH2:16][CH2:15][CH2:14][CH2:13]1.[C:18](O)(C)(C)C. (6) Given the product [F:29][C:30]1[CH:31]=[C:32]([CH2:37][CH2:38][NH:39][C:23]2[N:22]=[C:21]([C:17]3[CH:18]=[CH:19][CH:20]=[C:15]([CH2:14][N:11]4[CH2:12][CH2:13][NH:8][CH2:9][C@H:10]4[CH3:28])[CH:16]=3)[CH:26]=[CH:25][N:24]=2)[CH:33]=[C:34]([F:36])[CH:35]=1, predict the reactants needed to synthesize it. The reactants are: C(OC([N:8]1[CH2:13][CH2:12][N:11]([CH2:14][C:15]2[CH:20]=[CH:19][CH:18]=[C:17]([C:21]3[CH:26]=[CH:25][N:24]=[C:23](Cl)[N:22]=3)[CH:16]=2)[CH:10]([CH3:28])[CH2:9]1)=O)(C)(C)C.[F:29][C:30]1[CH:31]=[C:32]([CH2:37][CH2:38][NH2:39])[CH:33]=[C:34]([F:36])[CH:35]=1. (7) Given the product [C:10]([O-:12])(=[O:11])[CH3:9].[C:19]1([C:22]2[CH:23]=[CH:24][CH:25]=[CH:26][CH:27]=2)[CH:18]=[CH:17][C:16]([NH:13][C:14](=[O:15])[NH:1][C@H:2]([CH2:9][C:10]([OH:11])=[O:12])[CH2:4][N+:5]([CH3:8])([CH3:7])[CH3:6])=[CH:21][CH:20]=1, predict the reactants needed to synthesize it. The reactants are: [NH2:1][C:2]([CH2:9][C:10](=[O:12])[O-:11])([CH2:4][N+:5]([CH3:8])([CH3:7])[CH3:6])O.[N:13]([C:16]1[CH:21]=[CH:20][C:19]([C:22]2[CH:27]=[CH:26][CH:25]=[CH:24][CH:23]=2)=[CH:18][CH:17]=1)=[C:14]=[O:15].